The task is: Predict the reaction yield, written as a fraction of the theoretical maximum amount of product (1.0 means a 100% yield; for example, 0.34 means a 34% yield).. This data is from Reaction yield outcomes from USPTO patents with 853,638 reactions. (1) The reactants are [Si]([O:8][CH2:9][CH2:10][O:11][C:12]1[CH:17]=[CH:16][C:15]([C:18]23[N:30]([C:31]([C:33]4[C:34]([CH3:38])=[N:35][O:36][CH:37]=4)=[O:32])[CH2:29][CH2:28][N:19]2[C:20](=[O:27])[C:21]2[N:22]([CH:24]=[CH:25][CH:26]=2)[CH2:23]3)=[CH:14][CH:13]=1)(C(C)(C)C)(C)C.C(O)(=O)C.C1COCC1.O. The catalyst is C(Cl)Cl. The product is [OH:8][CH2:9][CH2:10][O:11][C:12]1[CH:13]=[CH:14][C:15]([C:18]23[N:30]([C:31]([C:33]4[C:34]([CH3:38])=[N:35][O:36][CH:37]=4)=[O:32])[CH2:29][CH2:28][N:19]2[C:20](=[O:27])[C:21]2[N:22]([CH:24]=[CH:25][CH:26]=2)[CH2:23]3)=[CH:16][CH:17]=1. The yield is 0.640. (2) The reactants are C([O-])([O-])=O.[Cs+].[Cs+].[O:7]([C:14]1[CH:19]=[CH:18][C:17]([C:20]2[C:24]([C:25]([O:27][CH2:28][CH3:29])=[O:26])=[CH:23][NH:22][N:21]=2)=[CH:16][CH:15]=1)[C:8]1[CH:13]=[CH:12][CH:11]=[CH:10][CH:9]=1.S(O[CH:41]1[CH2:45][CH2:44][N:43]([C:46]([O:48][C:49]([CH3:52])([CH3:51])[CH3:50])=[O:47])[CH2:42]1)(C1C=CC(C)=CC=1)(=O)=O. The catalyst is CN(C=O)C. The product is [CH2:28]([O:27][C:25]([C:24]1[C:20]([C:17]2[CH:16]=[CH:15][C:14]([O:7][C:8]3[CH:9]=[CH:10][CH:11]=[CH:12][CH:13]=3)=[CH:19][CH:18]=2)=[N:21][N:22]([CH:45]2[CH2:41][CH2:42][N:43]([C:46]([O:48][C:49]([CH3:52])([CH3:51])[CH3:50])=[O:47])[CH2:44]2)[CH:23]=1)=[O:26])[CH3:29]. The yield is 1.00. (3) The reactants are [ClH:1].C(OC(=O)[NH:8][CH2:9][CH2:10][CH2:11][CH2:12][C:13]1[CH:18]=[CH:17][C:16]([C:19](=[NH:21])[NH2:20])=[CH:15][CH:14]=1)(C)(C)C.C(Cl)[Cl:24].CO. The catalyst is CO. The product is [ClH:24].[ClH:1].[NH2:8][CH2:9][CH2:10][CH2:11][CH2:12][C:13]1[CH:18]=[CH:17][C:16]([C:19]([NH2:21])=[NH:20])=[CH:15][CH:14]=1. The yield is 0.940. (4) The reactants are [CH3:1][C:2]1[CH:7]=[CH:6][C:5]([S:8](Cl)(=[O:10])=[O:9])=[CH:4][CH:3]=1.[NH2:12][CH2:13][CH2:14][CH2:15][N:16]1[CH2:21][CH2:20][CH:19]([C:22]2[CH:23]=[C:24]([NH:28][C:29](=[O:33])[CH:30]([CH3:32])[CH3:31])[CH:25]=[CH:26][CH:27]=2)[CH2:18][CH2:17]1. The catalyst is C1COCC1.O. The product is [CH3:31][CH:30]([CH3:32])[C:29]([NH:28][C:24]1[CH:25]=[CH:26][CH:27]=[C:22]([CH:19]2[CH2:18][CH2:17][N:16]([CH2:15][CH2:14][CH2:13][NH:12][S:8]([C:5]3[CH:6]=[CH:7][C:2]([CH3:1])=[CH:3][CH:4]=3)(=[O:10])=[O:9])[CH2:21][CH2:20]2)[CH:23]=1)=[O:33]. The yield is 0.436.